This data is from Full USPTO retrosynthesis dataset with 1.9M reactions from patents (1976-2016). The task is: Predict the reactants needed to synthesize the given product. (1) Given the product [N+:16]([C:12]1[CH:13]=[C:14]2[C:9](=[CH:10][CH:11]=1)[N:8]([CH2:26][CH2:27][CH2:28][C:29]([O:31][CH2:32][CH3:33])=[O:30])[C:7]([C:1]1[CH:2]=[CH:3][CH:4]=[CH:5][CH:6]=1)=[CH:15]2)([O-:18])=[O:17], predict the reactants needed to synthesize it. The reactants are: [C:1]1([C:7]2[NH:8][C:9]3[C:14]([CH:15]=2)=[CH:13][C:12]([N+:16]([O-:18])=[O:17])=[CH:11][CH:10]=3)[CH:6]=[CH:5][CH:4]=[CH:3][CH:2]=1.C([O-])([O-])=O.[K+].[K+].Br[CH2:26][CH2:27][CH2:28][C:29]([O:31][CH2:32][CH3:33])=[O:30].O. (2) Given the product [CH2:13]([N:11]([CH3:12])[C:9]1[CH:8]=[CH:7][N:6]=[C:5]([C:3]([OH:4])=[O:2])[CH:10]=1)[C:14]1[CH:19]=[CH:18][CH:17]=[CH:16][CH:15]=1, predict the reactants needed to synthesize it. The reactants are: C[O:2][C:3]([C:5]1[CH:10]=[C:9]([N:11]([CH2:13][C:14]2[CH:19]=[CH:18][CH:17]=[CH:16][CH:15]=2)[CH3:12])[CH:8]=[CH:7][N:6]=1)=[O:4].[OH-].[Li+].Cl.C(OCC)C. (3) Given the product [CH3:1][O:2][CH:3]1[CH2:8][CH2:7][CH:6]([OH:9])[CH2:5][CH2:4]1, predict the reactants needed to synthesize it. The reactants are: [CH3:1][O:2][C:3]1[CH:8]=[CH:7][C:6]([OH:9])=[CH:5][CH:4]=1.